Dataset: Retrosynthesis with 50K atom-mapped reactions and 10 reaction types from USPTO. Task: Predict the reactants needed to synthesize the given product. (1) Given the product O=c1[nH]c2cccc(OC[C@@H](O)CNC3CCN(c4ccc(NS(=O)(=O)c5ccc(-n6nnn(CCCC7CCCC7)c6=O)cc5)cc4)CC3)c2[nH]1, predict the reactants needed to synthesize it. The reactants are: NC[C@H](O)COc1cccc2[nH]c(=O)[nH]c12.O=C1CCN(c2ccc(NS(=O)(=O)c3ccc(-n4nnn(CCCC5CCCC5)c4=O)cc3)cc2)CC1. (2) Given the product O=[N+]([O-])c1c(F)ccc(Br)c1Oc1ccccc1, predict the reactants needed to synthesize it. The reactants are: O=[N+]([O-])c1c(F)ccc(Br)c1F.Oc1ccccc1. (3) The reactants are: CC(C)(C)OC(=O)N1CCC(Nc2ccc(Br)cc2)CC1.Ic1ccccc1. Given the product CC(C)(C)OC(=O)N1CCC(N(c2ccccc2)c2ccc(Br)cc2)CC1, predict the reactants needed to synthesize it. (4) Given the product CCC(O)CNC(C(=O)N(CCc1ccc(C)cc1)c1ccc(C)c(C)c1)c1ccccc1, predict the reactants needed to synthesize it. The reactants are: CCC(O)CN.Cc1ccc(CCN(C(=O)C(OS(C)(=O)=O)c2ccccc2)c2ccc(C)c(C)c2)cc1. (5) Given the product CCOC(CNCc1cccc(O)c1O)OCC, predict the reactants needed to synthesize it. The reactants are: CCOC(C/N=C/c1cccc(O)c1O)OCC.